This data is from Reaction yield outcomes from USPTO patents with 853,638 reactions. The task is: Predict the reaction yield, written as a fraction of the theoretical maximum amount of product (1.0 means a 100% yield; for example, 0.34 means a 34% yield). (1) The catalyst is C(Cl)(Cl)(Cl)Cl. The product is [Br:17][CH2:16][C:13]1[CH:14]=[CH:15][C:10]([S:8]([C:5]2[CH:4]=[CH:3][C:2]([CH3:1])=[CH:7][CH:6]=2)=[O:9])=[CH:11][CH:12]=1. The yield is 0.781. The reactants are [CH3:1][C:2]1[CH:7]=[CH:6][C:5]([S:8]([C:10]2[CH:15]=[CH:14][C:13]([CH3:16])=[CH:12][CH:11]=2)=[O:9])=[CH:4][CH:3]=1.[Br:17]N1C(=O)CCC1=O.N(C(C)(C)C#N)=NC(C)(C)C#N. (2) The reactants are C([O-])([O-])=O.[K+].[K+].C[NH:8][N:9]=[CH:10][C:11]([C:13]1[CH:18]=[CH:17][C:16]([F:19])=[CH:15][C:14]=1F)=[O:12]. The catalyst is CN(C=O)C.O. The product is [F:19][C:16]1[CH:17]=[C:18]2[C:13]([C:11](=[O:12])[CH:10]=[N:9][NH:8]2)=[CH:14][CH:15]=1. The yield is 0.455. (3) The reactants are [NH2:1][CH2:2][C:3]1[C:4](=[N:9][NH:10][C:11]2[CH:16]=[CH:15][CH:14]=[C:13]([F:17])[CH:12]=2)[C:5]([NH2:8])=[N:6][N:7]=1.CCN(C(C)C)C(C)C.[CH2:27]([S:31](Cl)(=[O:33])=[O:32])[CH2:28][CH2:29][CH3:30]. The catalyst is CN(C=O)C. The product is [NH2:8][C:5]1[C:4](=[N:9][NH:10][C:11]2[CH:16]=[CH:15][CH:14]=[C:13]([F:17])[CH:12]=2)[C:3]([CH2:2][NH:1][S:31]([CH2:27][CH2:28][CH2:29][CH3:30])(=[O:33])=[O:32])=[N:7][N:6]=1. The yield is 0.220.